This data is from Catalyst prediction with 721,799 reactions and 888 catalyst types from USPTO. The task is: Predict which catalyst facilitates the given reaction. (1) Reactant: [CH3:1][Si:2]([CH3:7])([CH3:6])[CH2:3][CH2:4]O.[S:8](Cl)([C:11]1[CH:17]=[CH:16][C:14]([CH3:15])=[CH:13][CH:12]=1)(=[O:10])=[O:9]. Product: [CH3:1][Si:2]([CH3:7])([CH3:6])[CH2:3][CH2:4][S:8]([C:11]1[CH:17]=[CH:16][C:14]([CH3:15])=[CH:13][CH:12]=1)(=[O:10])=[O:9]. The catalyst class is: 17. (2) Reactant: [H-].[Na+].[CH2:3]([OH:9])[C:4]1[O:8][CH:7]=[CH:6][CH:5]=1.Br[C:11]1[C:12]([NH:18][S:19]([C:22]2[CH:27]=[CH:26][CH:25]=[C:24]([Cl:28])[C:23]=2[Cl:29])(=[O:21])=[O:20])=[N:13][CH:14]=[C:15]([CH3:17])[N:16]=1.C(O)(=O)CC(CC(O)=O)(C(O)=O)O. Product: [Cl:29][C:23]1[C:24]([Cl:28])=[CH:25][CH:26]=[CH:27][C:22]=1[S:19]([NH:18][C:12]1[C:11]([O:9][CH2:3][C:4]2[O:8][CH:7]=[CH:6][CH:5]=2)=[N:16][C:15]([CH3:17])=[CH:14][N:13]=1)(=[O:20])=[O:21]. The catalyst class is: 57. (3) Reactant: [CH3:1][Si:2]([CH3:29])([CH3:28])[CH2:3][CH2:4][O:5][CH2:6][N:7]1[C:11]2[N:12]=[CH:13][N:14]=[C:15]([C:16]3[CH:17]=[C:18]([NH:22][C:23](=[O:27])[C:24]([CH3:26])=[CH2:25])[CH:19]=[CH:20][CH:21]=3)[C:10]=2[CH:9]=[CH:8]1.C1C(=O)N([Br:37])C(=O)C1. Product: [Br:37][C:9]1[C:10]2[C:15]([C:16]3[CH:17]=[C:18]([NH:22][C:23](=[O:27])[C:24]([CH3:26])=[CH2:25])[CH:19]=[CH:20][CH:21]=3)=[N:14][CH:13]=[N:12][C:11]=2[N:7]([CH2:6][O:5][CH2:4][CH2:3][Si:2]([CH3:1])([CH3:28])[CH3:29])[CH:8]=1. The catalyst class is: 23. (4) Product: [F:1][C:2]([C:13]([F:14])([F:15])[F:16])([C:9]([F:10])([F:12])[F:11])[CH2:3][CH2:4][S:5]([CH2:6][CH2:7][OH:8])(=[O:18])=[O:17]. Reactant: [F:1][C:2]([C:13]([F:16])([F:15])[F:14])([C:9]([F:12])([F:11])[F:10])[CH2:3][CH2:4][S:5][CH2:6][CH2:7][OH:8].[OH2:17].[OH:18]O.C. The catalyst class is: 8. (5) Reactant: [Cl:1][C:2]1[CH:7]=[C:6]([NH:8][CH3:9])[C:5]([NH2:10])=[CH:4][C:3]=1[CH3:11].O.[NH:13]1[C:21](=O)[C:19](=O)[C:17](=[O:18])[NH:16][C:14]1=[O:15].B(O)(O)O. The catalyst class is: 15. Product: [Cl:1][C:2]1[C:3]([CH3:11])=[CH:4][C:5]2[N:10]=[C:19]3[C:21]([N:8]([CH3:9])[C:6]=2[CH:7]=1)=[N:13][C:14](=[O:15])[NH:16][C:17]3=[O:18]. (6) Reactant: [OH-].[Na+].[F:3][C:4]1[CH:5]=[C:6]([C:12]2[N:13]=[C:14]([CH3:33])[C:15]3[CH2:20][CH2:19][N:18]([C:21]4[CH:26]=[CH:25][C:24]([CH2:27][C:28]([O:30]CC)=[O:29])=[CH:23][CH:22]=4)[C:16]=3[N:17]=2)[CH:7]=[CH:8][C:9]=1[O:10][CH3:11].Cl. Product: [F:3][C:4]1[CH:5]=[C:6]([C:12]2[N:13]=[C:14]([CH3:33])[C:15]3[CH2:20][CH2:19][N:18]([C:21]4[CH:26]=[CH:25][C:24]([CH2:27][C:28]([OH:30])=[O:29])=[CH:23][CH:22]=4)[C:16]=3[N:17]=2)[CH:7]=[CH:8][C:9]=1[O:10][CH3:11]. The catalyst class is: 71. (7) Reactant: [F:1][C:2]1[CH:7]=[C:6]([N+:8]([O-:10])=[O:9])[CH:5]=[CH:4][C:3]=1[NH:11][NH2:12].[CH:13]1[CH:18]=[C:17]([CH:19]([CH:22]=O)[CH:20]=O)[N:16]=[CH:15][CH:14]=1.C1(C)C=CC(S(O)(=O)=O)=CC=1. Product: [F:1][C:2]1[CH:7]=[C:6]([N+:8]([O-:10])=[O:9])[CH:5]=[CH:4][C:3]=1[N:11]1[CH:22]=[C:19]([C:17]2[CH:18]=[CH:13][CH:14]=[CH:15][N:16]=2)[CH:20]=[N:12]1. The catalyst class is: 8. (8) Reactant: [NH2:1][C:2]1[CH:3]=[N:4][CH:5]=[CH:6][C:7]=1[N:8]1[CH2:13][CH2:12][CH2:11][C@H:10]([NH:14][C:15](=[O:21])[O:16][C:17]([CH3:20])([CH3:19])[CH3:18])[CH2:9]1.[Br:22][C:23]1[C:27]2=[N:28][C:29]([C:32](O)=[O:33])=[CH:30][CH:31]=[C:26]2[O:25][CH:24]=1.CCN(C(C)C)C(C)C.CN(C(ON1N=NC2C=CC=NC1=2)=[N+](C)C)C.F[P-](F)(F)(F)(F)F. The catalyst class is: 3. Product: [Br:22][C:23]1[C:27]2=[N:28][C:29]([C:32]([NH:1][C:2]3[CH:3]=[N:4][CH:5]=[CH:6][C:7]=3[N:8]3[CH2:13][CH2:12][CH2:11][C@H:10]([NH:14][C:15](=[O:21])[O:16][C:17]([CH3:18])([CH3:20])[CH3:19])[CH2:9]3)=[O:33])=[CH:30][CH:31]=[C:26]2[O:25][CH:24]=1. (9) Reactant: C(N(C(C)C)CC)(C)C.[NH2:10][CH2:11][CH2:12][CH2:13][CH2:14][C:15]1[CH:20]=[CH:19][C:18]([CH2:21][CH2:22][CH2:23][CH:24]([NH:26][CH2:27][C@@H:28]([C:30]2[CH:31]=[C:32]([OH:36])[CH:33]=[CH:34][CH:35]=2)[OH:29])[CH3:25])=[CH:17][CH:16]=1.I.[NH2:38][C:39]1[C:40]([C:47]([NH:49][C:50](=[NH:53])SC)=[O:48])=[N:41][C:42]([Cl:46])=[C:43]([NH2:45])[N:44]=1. Product: [NH2:38][C:39]1[C:40]([C:47]([NH:49][C:50](=[NH:53])[NH:10][CH2:11][CH2:12][CH2:13][CH2:14][C:15]2[CH:16]=[CH:17][C:18]([CH2:21][CH2:22][CH2:23][CH:24]([NH:26][CH2:27][C@H:28]([OH:29])[C:30]3[CH:35]=[CH:34][CH:33]=[C:32]([OH:36])[CH:31]=3)[CH3:25])=[CH:19][CH:20]=2)=[O:48])=[N:41][C:42]([Cl:46])=[C:43]([NH2:45])[N:44]=1. The catalyst class is: 8.